From a dataset of Reaction yield outcomes from USPTO patents with 853,638 reactions. Predict the reaction yield, written as a fraction of the theoretical maximum amount of product (1.0 means a 100% yield; for example, 0.34 means a 34% yield). (1) The reactants are [CH2:1]([O:3][C@@H:4]([CH2:10][C:11]1[CH:16]=[CH:15][C:14]([OH:17])=[CH:13][CH:12]=1)[C:5]([O:7][CH2:8][CH3:9])=[O:6])[CH3:2].Br[CH2:19][C:20]([C:22]1[CH:27]=[CH:26][CH:25]=[C:24]([O:28][CH3:29])[CH:23]=1)=[O:21].C(=O)([O-])[O-].[K+].[K+].O. The catalyst is CC(C)=O. The product is [CH2:1]([O:3][C@@H:4]([CH2:10][C:11]1[CH:12]=[CH:13][C:14]([O:17][CH2:19][C:20]([C:22]2[CH:27]=[CH:26][CH:25]=[C:24]([O:28][CH3:29])[CH:23]=2)=[O:21])=[CH:15][CH:16]=1)[C:5]([O:7][CH2:8][CH3:9])=[O:6])[CH3:2]. The yield is 0.380. (2) The reactants are [CH2:1]([C@@H:8]1[NH:13][CH2:12][CH2:11][N:10]([C:14]2[CH:19]=[CH:18][C:17]([O:20][CH3:21])=[C:16]([O:22][CH:23]3[CH2:27][CH2:26][CH2:25][CH2:24]3)[CH:15]=2)[CH2:9]1)[C:2]1[CH:7]=[CH:6][CH:5]=[CH:4][CH:3]=1.C[O:29][C:30](=O)[CH2:31][C:32]1[CH:33]=[N:34][NH:35][CH:36]=1. No catalyst specified. The product is [CH2:1]([C@H:8]1[CH2:9][N:10]([C:14]2[CH:19]=[CH:18][C:17]([O:20][CH3:21])=[C:16]([O:22][CH:23]3[CH2:27][CH2:26][CH2:25][CH2:24]3)[CH:15]=2)[CH2:11][CH2:12][N:13]1[C:30](=[O:29])[CH2:31][C:32]1[CH:33]=[N:34][NH:35][CH:36]=1)[C:2]1[CH:3]=[CH:4][CH:5]=[CH:6][CH:7]=1. The yield is 0.0700. (3) The reactants are [CH:1]1([NH:7][C:8]2[C:13]([C:14]([NH:16][CH:17]=O)=[O:15])=[CH:12][N:11]=[C:10]3[N:19]([CH2:22][O:23][CH2:24][CH2:25][Si:26]([CH3:29])([CH3:28])[CH3:27])[CH:20]=[CH:21][C:9]=23)[CH2:6][CH2:5][CH2:4][CH2:3][CH2:2]1.[Cl-].[NH4+]. The catalyst is CN1CCCC1=O. The product is [CH:1]1([N:7]2[C:8]3[C:9]4[CH:21]=[CH:20][N:19]([CH2:22][O:23][CH2:24][CH2:25][Si:26]([CH3:28])([CH3:27])[CH3:29])[C:10]=4[N:11]=[CH:12][C:13]=3[C:14](=[O:15])[N:16]=[CH:17]2)[CH2:2][CH2:3][CH2:4][CH2:5][CH2:6]1. The yield is 0.740.